This data is from Catalyst prediction with 721,799 reactions and 888 catalyst types from USPTO. The task is: Predict which catalyst facilitates the given reaction. (1) Reactant: [CH2:1]([O:3][C:4](=[O:26])[CH2:5][C:6]1[CH:7]=[C:8]([C:14]2[CH:19]=[CH:18][C:17]([C:20]([F:23])([F:22])[F:21])=[CH:16][C:15]=2[CH:24]=O)[C:9]([O:12][CH3:13])=[CH:10][CH:11]=1)[CH3:2].[CH2:27]([NH2:29])[CH3:28].C(O)(=O)C.C([BH3-])#N.[Na+]. Product: [CH2:1]([O:3][C:4](=[O:26])[CH2:5][C:6]1[CH:7]=[C:8]([C:14]2[CH:19]=[CH:18][C:17]([C:20]([F:22])([F:21])[F:23])=[CH:16][C:15]=2[CH2:24][NH:29][CH2:27][CH3:28])[C:9]([O:12][CH3:13])=[CH:10][CH:11]=1)[CH3:2]. The catalyst class is: 5. (2) Reactant: [O:1]1[CH2:6][C:5](=O)[NH:4][C:3]2[N:8]=[CH:9][CH:10]=[CH:11][C:2]1=2. Product: [O:1]1[CH2:6][CH:5]=[N:4][C:3]2[N:8]=[CH:9][CH:10]=[CH:11][C:2]1=2. The catalyst class is: 1. (3) Reactant: P(Cl)(Cl)(Cl)=O.[C:6]([O:9][CH2:10][C:11]([N:13]=[C:14]([NH:17][C:18]([NH:20][CH2:21][C:22]1[CH:27]=[CH:26][C:25]([Cl:28])=[CH:24][CH:23]=1)=[O:19])[S:15][CH3:16])=O)(=[O:8])[CH3:7]. Product: [C:6]([O:9][CH2:10][C:11]1[N:20]([CH2:21][C:22]2[CH:27]=[CH:26][C:25]([Cl:28])=[CH:24][CH:23]=2)[C:18](=[O:19])[N:17]=[C:14]([S:15][CH3:16])[N:13]=1)(=[O:8])[CH3:7]. The catalyst class is: 22. (4) Reactant: [F:1][C:2]([F:28])([F:27])[C:3]1[CH:26]=[CH:25][C:6]2=[N:7][N:8]([C:10]3[CH:15]=[C:14]([CH2:16][CH2:17][CH2:18][NH2:19])[CH:13]=[C:12]([C:20]([CH3:23])([CH3:22])[CH3:21])[C:11]=3[OH:24])[N:9]=[C:5]2[CH:4]=1.[C:29](Cl)(=[O:33])[C:30]([CH3:32])=[CH2:31].C(N(CC)CC)C. Product: [F:28][C:2]([F:1])([F:27])[C:3]1[CH:26]=[CH:25][C:6]2=[N:7][N:8]([C:10]3[CH:15]=[C:14]([CH2:16][CH2:17][CH2:18][NH:19][C:29](=[O:33])[C:30]([CH3:32])=[CH2:31])[CH:13]=[C:12]([C:20]([CH3:22])([CH3:23])[CH3:21])[C:11]=3[OH:24])[N:9]=[C:5]2[CH:4]=1. The catalyst class is: 11. (5) Reactant: FC1C(O[C:9](=[O:24])[C:10]2[CH:15]=[CH:14][CH:13]=[CH:12][C:11]=2[NH:16][CH2:17][C:18]2[CH:23]=[CH:22][N:21]=[CH:20][CH:19]=2)=C(F)C(F)=C(F)C=1F.[C:29]1([CH2:39][O:40][NH2:41])[C:38]2[C:33](=[CH:34][CH:35]=[CH:36][CH:37]=2)[CH:32]=[CH:31][CH:30]=1. Product: [C:29]1([CH2:39][O:40][NH:41][C:9](=[O:24])[C:10]2[CH:15]=[CH:14][CH:13]=[CH:12][C:11]=2[NH:16][CH2:17][C:18]2[CH:19]=[CH:20][N:21]=[CH:22][CH:23]=2)[C:38]2[C:33](=[CH:34][CH:35]=[CH:36][CH:37]=2)[CH:32]=[CH:31][CH:30]=1. The catalyst class is: 3.